The task is: Predict the product of the given reaction.. This data is from Forward reaction prediction with 1.9M reactions from USPTO patents (1976-2016). (1) Given the reactants [Cl:1][C:2]1[C:7]([C:8]([F:11])([F:10])[F:9])=[CH:6][C:5](I)=[CH:4][N:3]=1.C1(P(C2C=CC=CC=2)C2C=CC3C(=CC=CC=3)C=2C2C3C(=CC=CC=3)C=CC=2P(C2C=CC=CC=2)C2C=CC=CC=2)C=CC=CC=1.C(N(CC)CC)C.C(=O)([O-])[O-].[Cs+].[Cs+], predict the reaction product. The product is: [Cl:1][C:2]1[C:7]([C:8]([F:9])([F:10])[F:11])=[CH:6][CH:5]=[CH:4][N:3]=1. (2) Given the reactants O.C(O)(=O)CC(CC(O)=O)(C(O)=O)O.C(=[N:28][C:29]1([CH2:36][C:37]#[CH:38])[CH2:33][CH2:32][N:31]([CH3:34])[C:30]1=[O:35])(C1C=CC=CC=1)C1C=CC=CC=1, predict the reaction product. The product is: [NH2:28][C:29]1([CH2:36][C:37]#[CH:38])[CH2:33][CH2:32][N:31]([CH3:34])[C:30]1=[O:35].